This data is from Experimentally validated miRNA-target interactions with 360,000+ pairs, plus equal number of negative samples. The task is: Binary Classification. Given a miRNA mature sequence and a target amino acid sequence, predict their likelihood of interaction. (1) The miRNA is hsa-miR-6843-3p with sequence AUGGUCUCCUGUUCUCUGCAG. The protein sequence of the target gene is MEDPNPEENMKQQDSPKERSPQSPGGNICHLGAPKCTRCLITFADSKFQERHMKREHPADFVAQKLQGVLFICFTCARSFPSSKALITHQRSHGPAAKPTLPVATTTAQPTFPCPDCGKTFGQAVSLRRHRQMHEVRAPPGTFACTECGQDFAQEAGLHQHYIRHARGEL. Result: 1 (interaction). (2) The miRNA is hsa-miR-6888-5p with sequence AAGGAGAUGCUCAGGCAGAU. The protein sequence of the target gene is MADVAGPSRPSAAAFWSRDFSDEEQSVVYVPGISAEGNVRSRHKLMSPKADVKLKTSRVTDASISMESLKGTGDSVDEQNSCRGEIKSASLKDLCLEDKRRIANLIKELARVSEEKEVTEERLKAEQESFEKKIRQLEEQNELIIKEREALQLQYRECQELLSLYQKYLSEQQEKLTMSLSELGAARMQEQQVSSRKSTLQCSSVELDGSYLSIARPQTYYQTKQRPKSAVQDSASESLIAFRNNSLKPVTLHHPKDDLDKIPSETTTCNCESPGRKPAVPTEKMPQEELHMKECPHLKP.... Result: 1 (interaction). (3) The miRNA is mmu-miR-742-3p with sequence GAAAGCCACCAUGCUGGGUAAA. The protein sequence of the target gene is MTYAYLFKYIIIGDTGVGKSCLLLQFTDKRFQPVHDLTIGVEFGARMVNIDGKQIKLQIWDTAGQESFRSITRSYYRGAAGALLVYDITRRETFNHLTSWLEDARQHSSSNMVIMLIGNKSDLESRRDVKREEGEAFAREHGLIFMETSAKTACNVEEAYINTAKEIYRKIQQGLFDVHNEANGIKIGPQQSITSSVGPCSPQQNVSDIGPDSGCC. Result: 1 (interaction). (4) The miRNA is mmu-miR-223-3p with sequence UGUCAGUUUGUCAAAUACCCCA. The protein sequence of the target gene is MMSLSGSSGRTIGRPPFTPTQWEELEHQALIYKYMVSGVPVPPELIFSIRRSLDTSLVSRLLPHQSLGWGCYQMGFGRKPDPEPGRCRRTDGKKWRCSREAYPDSKYCEKHMHRGRNRARKSLDQNQTTTTPLTSPSLSFTNNNNPSPTLSSSSSSNSSSTTYSASSSSMDAYSNSNRFGLGGSSSNTRGYFNSHSLDYPYPSTSPKQQQQTLHHASALSLHQNTNSTSQFNVLASATDHKDFRYFQGIGERVGGVGERTFFPEASRSFQDSPYHHHQQPLATVMNDPYHHCSTDHNKID.... Result: 0 (no interaction). (5) The miRNA is mmu-miR-10a-3p with sequence CAAAUUCGUAUCUAGGGGAAUA. The protein sequence of the target gene is MDFQQLADVAEKWCSNTPFELIATEETERRMDFYADPGVSFYVLCPDNGCGDNFHVWSESEDCLPFLQLAQDYISSCGKKTLHEVLEKVFKSFRPLLGLPDADDDAFEEYSADVEEEEPEADHPQMGVSQQ. Result: 0 (no interaction).